Dataset: Reaction yield outcomes from USPTO patents with 853,638 reactions. Task: Predict the reaction yield, written as a fraction of the theoretical maximum amount of product (1.0 means a 100% yield; for example, 0.34 means a 34% yield). (1) The reactants are [C:1]([O:5][C:6]([C:8]1[CH:9]=[C:10]([C:14]2[C:19]([CH3:20])=[CH:18][CH:17]=[CH:16][N+:15]=2[O-])[CH:11]=[CH:12][CH:13]=1)=[O:7])([CH3:4])([CH3:3])[CH3:2].[N:22]1C=CC=CC=1.CS(OS(C)(=O)=O)(=O)=O.C(CN)O. The catalyst is CC#N.O. The product is [C:1]([O:5][C:6](=[O:7])[C:8]1[CH:13]=[CH:12][CH:11]=[C:10]([C:14]2[C:19]([CH3:20])=[CH:18][CH:17]=[C:16]([NH2:22])[N:15]=2)[CH:9]=1)([CH3:4])([CH3:3])[CH3:2]. The yield is 0.530. (2) The reactants are [CH2:1]([O:3][C:4]([C:6]1[S:7][C:8](Br)=[CH:9][CH:10]=1)=[O:5])[CH3:2].C(N(CC)CC)C.[CH3:19][C:20]([CH3:24])([CH3:23])[C:21]#[CH:22]. The catalyst is CN(C=O)C.[Cu](I)I.C1C=CC(/C=C/C(/C=C/C2C=CC=CC=2)=O)=CC=1.C1C=CC(/C=C/C(/C=C/C2C=CC=CC=2)=O)=CC=1.C1C=CC(/C=C/C(/C=C/C2C=CC=CC=2)=O)=CC=1.[Pd].[Pd]. The product is [CH2:1]([O:3][C:4]([C:6]1[S:7][C:8]([C:22]#[C:21][C:20]([CH3:24])([CH3:23])[CH3:19])=[CH:9][CH:10]=1)=[O:5])[CH3:2]. The yield is 0.950. (3) The reactants are [Cl-].[Al+3].[Cl-].[Cl-].[F:5][C:6]1[CH:14]=[CH:13][C:9]([C:10](Cl)=[O:11])=[CH:8][CH:7]=1.Cl.[C:16]1([CH3:23])[CH:21]=[CH:20][CH:19]=[C:18]([CH3:22])[CH:17]=1. No catalyst specified. The product is [CH3:23][C:16]1[CH:21]=[CH:20][C:19]([C:10](=[O:11])[C:9]2[CH:13]=[CH:14][C:6]([F:5])=[CH:7][CH:8]=2)=[C:18]([CH3:22])[CH:17]=1. The yield is 0.990. (4) The reactants are [O:1]1[CH:5]=[CH:4][N:3]=[CH:2]1.[Li]CCCC.I[C:12]1[CH:13]=[C:14]([C:22]([O:24][CH3:25])=[O:23])[CH:15]=[C:16]([CH:21]=1)[C:17]([O:19][CH3:20])=[O:18]. The catalyst is C1COCC1.CCOC(C)=O.O.[Cl-].[Cl-].[Zn+2].C1C=CC([P]([Pd]([P](C2C=CC=CC=2)(C2C=CC=CC=2)C2C=CC=CC=2)([P](C2C=CC=CC=2)(C2C=CC=CC=2)C2C=CC=CC=2)[P](C2C=CC=CC=2)(C2C=CC=CC=2)C2C=CC=CC=2)(C2C=CC=CC=2)C2C=CC=CC=2)=CC=1. The product is [O:1]1[CH:5]=[CH:4][N:3]=[C:2]1[C:12]1[CH:21]=[C:16]([C:17]([O:19][CH3:20])=[O:18])[CH:15]=[C:14]([CH:13]=1)[C:22]([O:24][CH3:25])=[O:23]. The yield is 0.540.